From a dataset of Full USPTO retrosynthesis dataset with 1.9M reactions from patents (1976-2016). Predict the reactants needed to synthesize the given product. (1) Given the product [C:8]([O:12][C:13]([N:2]1[CH2:6][CH2:5][C@@H:4]([OH:7])[CH2:3]1)=[O:14])([CH3:11])([CH3:10])[CH3:9], predict the reactants needed to synthesize it. The reactants are: Cl.[NH:2]1[CH2:6][CH2:5][C@@H:4]([OH:7])[CH2:3]1.[C:8]([O:12][C:13](O[C:13]([O:12][C:8]([CH3:11])([CH3:10])[CH3:9])=[O:14])=[O:14])([CH3:11])([CH3:10])[CH3:9].CCN(C(C)C)C(C)C. (2) The reactants are: [CH2:1]([N:3]1[CH:12]2[CH:7]([CH2:8][CH2:9][CH2:10][CH2:11]2)[N:6]([CH2:13][CH3:14])[C:5]2[CH:15]=[N:16][CH:17]=[CH:18][C:4]1=2)[CH3:2].C(N1CCN(C(=O)C)C2C=CN=CC1=2)(=[O:21])C.N1C=CN=C2C=NC=CC=12.CN1CCN(C)C2C=NC=CC1=2. Given the product [CH2:1]([N:3]1[CH:12]2[CH:7]([CH2:8][CH2:9][CH2:10][CH2:11]2)[N:6]([C:13](=[O:21])[CH3:14])[C:5]2[CH:15]=[N:16][CH:17]=[CH:18][C:4]1=2)[CH3:2], predict the reactants needed to synthesize it. (3) Given the product [NH2:21][C:16]1[CH:17]=[N:18][CH:19]=[CH:20][C:15]=1[CH:13]1[O:12][CH:11]([CH3:24])[C:10]([CH3:26])([OH:25])[CH:9]([O:8][Si:1]([C:4]([CH3:5])([CH3:7])[CH3:6])([CH3:2])[CH3:3])[CH2:14]1, predict the reactants needed to synthesize it. The reactants are: [Si:1]([O:8][CH:9]1[CH2:14][CH:13]([C:15]2[CH:20]=[CH:19][N:18]=[CH:17][C:16]=2[N+:21]([O-])=O)[O:12][CH:11]([CH3:24])[C:10]1([CH3:26])[OH:25])([C:4]([CH3:7])([CH3:6])[CH3:5])([CH3:3])[CH3:2]. (4) Given the product [NH2:1][C:2]1[N:3]=[C:4]([C:19]2[CH:24]=[CH:23][CH:22]=[CH:21][CH:20]=2)[C:5]([C:9]2[CH:10]=[CH:11][C:12](=[O:18])[N:13]([CH:15]([CH3:17])[CH3:16])[CH:14]=2)=[N:6][C:7]=1[C:25]1[CH:30]=[CH:29][CH:28]=[CH:27][CH:26]=1, predict the reactants needed to synthesize it. The reactants are: [NH2:1][C:2]1[N:3]=[C:4]([C:19]2[CH:24]=[CH:23][CH:22]=[CH:21][CH:20]=2)[C:5]([C:9]2[CH:10]=[CH:11][C:12](=[O:18])[N:13]([CH:15]([CH3:17])[CH3:16])[CH:14]=2)=[N:6][C:7]=1Br.[C:25]1(B(O)O)[CH:30]=[CH:29][CH:28]=[CH:27][CH:26]=1.C([O-])([O-])=O.[Na+].[Na+].CCOC(C)=O. (5) The reactants are: CC1(C)[O:7][CH2:6][C:5]([NH:33]C(=O)OC(C)(C)C)([CH2:8][N:9]2[C:18]3[C:13](=[C:14]([C:19]4[N:23]=[C:22]([C:24]5[CH:29]=[CH:28][C:27]([CH2:30][CH2:31][CH3:32])=[CH:26][CH:25]=5)[O:21][N:20]=4)[CH:15]=[CH:16][CH:17]=3)[CH2:12][CH2:11][CH2:10]2)[CH2:4][O:3]1.CC1(C)OCC(NC(=O)OC(C)(C)C)(CN2C3C(=C(C4N=C(C5C=NC(CCC)=CC=5)ON=4)C=CC=3)CC2)CO1. Given the product [NH2:33][C:5]([CH2:8][N:9]1[C:18]2[C:13](=[C:14]([C:19]3[N:23]=[C:22]([C:24]4[CH:25]=[CH:26][C:27]([CH2:30][CH2:31][CH3:32])=[CH:28][CH:29]=4)[O:21][N:20]=3)[CH:15]=[CH:16][CH:17]=2)[CH2:12][CH2:11][CH2:10]1)([CH2:6][OH:7])[CH2:4][OH:3], predict the reactants needed to synthesize it.